Dataset: Catalyst prediction with 721,799 reactions and 888 catalyst types from USPTO. Task: Predict which catalyst facilitates the given reaction. Reactant: [CH3:1][NH:2][CH2:3][C:4]1([C:10]2[CH:15]=[CH:14][C:13]([O:16][CH2:17][CH2:18][CH2:19][N:20]3[CH2:24][CH2:23][CH2:22][CH2:21]3)=[CH:12][CH:11]=2)[CH2:9][CH2:8][O:7][CH2:6][CH2:5]1.C(O[C:28]1(O[Si](C)(C)C)[CH2:30][CH2:29]1)C.CC(O)=O.[BH3-]C#N.[Na+]. Product: [CH3:1][N:2]([CH2:3][C:4]1([C:10]2[CH:15]=[CH:14][C:13]([O:16][CH2:17][CH2:18][CH2:19][N:20]3[CH2:24][CH2:23][CH2:22][CH2:21]3)=[CH:12][CH:11]=2)[CH2:9][CH2:8][O:7][CH2:6][CH2:5]1)[CH:28]1[CH2:30][CH2:29]1. The catalyst class is: 5.